Task: Regression. Given two drug SMILES strings and cell line genomic features, predict the synergy score measuring deviation from expected non-interaction effect.. Dataset: NCI-60 drug combinations with 297,098 pairs across 59 cell lines Drug 1: CC1OCC2C(O1)C(C(C(O2)OC3C4COC(=O)C4C(C5=CC6=C(C=C35)OCO6)C7=CC(=C(C(=C7)OC)O)OC)O)O. Drug 2: C1CN(P(=O)(OC1)NCCCl)CCCl. Cell line: MOLT-4. Synergy scores: CSS=39.9, Synergy_ZIP=1.95, Synergy_Bliss=-6.66, Synergy_Loewe=-32.8, Synergy_HSA=-6.19.